This data is from NCI-60 drug combinations with 297,098 pairs across 59 cell lines. The task is: Regression. Given two drug SMILES strings and cell line genomic features, predict the synergy score measuring deviation from expected non-interaction effect. (1) Drug 1: CC1C(C(CC(O1)OC2CC(CC3=C2C(=C4C(=C3O)C(=O)C5=C(C4=O)C(=CC=C5)OC)O)(C(=O)C)O)N)O.Cl. Drug 2: CS(=O)(=O)OCCCCOS(=O)(=O)C. Cell line: SK-MEL-28. Synergy scores: CSS=19.1, Synergy_ZIP=-1.37, Synergy_Bliss=4.07, Synergy_Loewe=-17.7, Synergy_HSA=-0.932. (2) Drug 1: CCCS(=O)(=O)NC1=C(C(=C(C=C1)F)C(=O)C2=CNC3=C2C=C(C=N3)C4=CC=C(C=C4)Cl)F. Drug 2: C(CCl)NC(=O)N(CCCl)N=O. Cell line: OVCAR3. Synergy scores: CSS=7.63, Synergy_ZIP=-1.13, Synergy_Bliss=5.11, Synergy_Loewe=3.82, Synergy_HSA=3.56. (3) Cell line: RPMI-8226. Drug 1: CC(CN1CC(=O)NC(=O)C1)N2CC(=O)NC(=O)C2. Drug 2: C1C(C(OC1N2C=NC(=NC2=O)N)CO)O. Synergy scores: CSS=66.9, Synergy_ZIP=8.44, Synergy_Bliss=8.10, Synergy_Loewe=5.47, Synergy_HSA=12.9. (4) Drug 2: C#CCC(CC1=CN=C2C(=N1)C(=NC(=N2)N)N)C3=CC=C(C=C3)C(=O)NC(CCC(=O)O)C(=O)O. Cell line: SNB-75. Synergy scores: CSS=0.456, Synergy_ZIP=-1.06, Synergy_Bliss=-1.57, Synergy_Loewe=-1.42, Synergy_HSA=-1.41. Drug 1: CNC(=O)C1=CC=CC=C1SC2=CC3=C(C=C2)C(=NN3)C=CC4=CC=CC=N4. (5) Drug 1: C1=C(C(=O)NC(=O)N1)F. Drug 2: COC1=C2C(=CC3=C1OC=C3)C=CC(=O)O2. Cell line: A549. Synergy scores: CSS=41.6, Synergy_ZIP=8.05, Synergy_Bliss=-1.04, Synergy_Loewe=-5.31, Synergy_HSA=-0.0682. (6) Drug 1: CCC1(CC2CC(C3=C(CCN(C2)C1)C4=CC=CC=C4N3)(C5=C(C=C6C(=C5)C78CCN9C7C(C=CC9)(C(C(C8N6C=O)(C(=O)OC)O)OC(=O)C)CC)OC)C(=O)OC)O.OS(=O)(=O)O. Drug 2: CC1=C2C(C(=O)C3(C(CC4C(C3C(C(C2(C)C)(CC1OC(=O)C(C(C5=CC=CC=C5)NC(=O)OC(C)(C)C)O)O)OC(=O)C6=CC=CC=C6)(CO4)OC(=O)C)O)C)O. Cell line: NCI/ADR-RES. Synergy scores: CSS=1.01, Synergy_ZIP=-0.158, Synergy_Bliss=0.991, Synergy_Loewe=-0.0438, Synergy_HSA=0.756. (7) Drug 1: C1=CC(=C2C(=C1NCCNCCO)C(=O)C3=C(C=CC(=C3C2=O)O)O)NCCNCCO. Drug 2: B(C(CC(C)C)NC(=O)C(CC1=CC=CC=C1)NC(=O)C2=NC=CN=C2)(O)O. Cell line: HL-60(TB). Synergy scores: CSS=63.5, Synergy_ZIP=-0.831, Synergy_Bliss=2.25, Synergy_Loewe=4.79, Synergy_HSA=5.33. (8) Drug 1: COC1=NC(=NC2=C1N=CN2C3C(C(C(O3)CO)O)O)N. Drug 2: C1CC(=O)NC(=O)C1N2C(=O)C3=CC=CC=C3C2=O. Cell line: MDA-MB-435. Synergy scores: CSS=10.2, Synergy_ZIP=-2.01, Synergy_Bliss=-0.747, Synergy_Loewe=4.08, Synergy_HSA=0.908. (9) Drug 1: C1CN(P(=O)(OC1)NCCCl)CCCl. Drug 2: CC1C(C(CC(O1)OC2CC(CC3=C2C(=C4C(=C3O)C(=O)C5=CC=CC=C5C4=O)O)(C(=O)C)O)N)O. Cell line: UACC62. Synergy scores: CSS=60.0, Synergy_ZIP=-4.25, Synergy_Bliss=-3.01, Synergy_Loewe=-25.1, Synergy_HSA=-0.390. (10) Drug 1: CC=C1C(=O)NC(C(=O)OC2CC(=O)NC(C(=O)NC(CSSCCC=C2)C(=O)N1)C(C)C)C(C)C. Drug 2: C(CC(=O)O)C(=O)CN.Cl. Cell line: EKVX. Synergy scores: CSS=10.3, Synergy_ZIP=-3.08, Synergy_Bliss=2.95, Synergy_Loewe=-5.20, Synergy_HSA=0.893.